This data is from Catalyst prediction with 721,799 reactions and 888 catalyst types from USPTO. The task is: Predict which catalyst facilitates the given reaction. (1) Reactant: CS(CCCC[NH2:9])(=O)=O.Cl[C:11]1[C:16]([N+:17]([O-:19])=[O:18])=[C:15](Cl)[CH:14]=[C:13]([CH2:21][CH2:22][CH2:23][CH2:24][CH3:25])[N:12]=1.C(N(CC)CC)C. Product: [N+:17]([C:16]1[CH:11]=[N:12][C:13]([CH2:21][CH2:22][CH2:23][CH2:24][CH3:25])=[CH:14][C:15]=1[NH2:9])([O-:19])=[O:18]. The catalyst class is: 3. (2) Reactant: N1C=CC=C(C)C=1.C(O)(=O)[C:9](O)=[O:10].[CH2:14]([O:21][NH:22][C@H:23]1[CH2:28][NH:27][C@H:26]([C:29]([O:31][CH2:32][CH3:33])=[O:30])[CH2:25][CH2:24]1)[C:15]1[CH:20]=[CH:19][CH:18]=[CH:17][CH:16]=1.ClC(Cl)(OC(=O)OC(Cl)(Cl)Cl)Cl.C(=O)(O)[O-].[Na+]. Product: [CH2:32]([O:31][C:29]([C@@H:26]1[CH2:25][CH2:24][C@@H:23]2[CH2:28][N:27]1[C:9](=[O:10])[N:22]2[O:21][CH2:14][C:15]1[CH:16]=[CH:17][CH:18]=[CH:19][CH:20]=1)=[O:30])[CH3:33]. The catalyst class is: 46. (3) Reactant: C(=O)([O-])[O-].[K+].[K+].[CH2:7]([SH:14])[C:8]1[CH:13]=[CH:12][CH:11]=[CH:10][CH:9]=1.CN(C)C=O.CS(O[CH2:25][C:26]1[O:30][N:29]=[C:28]([C:31]([O:33][CH2:34][CH3:35])=[O:32])[CH:27]=1)(=O)=O. Product: [CH2:7]([S:14][CH2:25][C:26]1[O:30][N:29]=[C:28]([C:31]([O:33][CH2:34][CH3:35])=[O:32])[CH:27]=1)[C:8]1[CH:13]=[CH:12][CH:11]=[CH:10][CH:9]=1. The catalyst class is: 13. (4) Reactant: Br[C:2]1[CH:24]=[C:23]([F:25])[CH:22]=[C:21]([F:26])[C:3]=1[O:4][CH2:5][C:6]([N:8]([CH:18]([CH3:20])[CH3:19])[NH:9][C:10](=[O:17])[C:11]1[CH:16]=[CH:15][CH:14]=[CH:13][CH:12]=1)=[O:7].C([O-])([O-])=O.[Na+].[Na+].[F:33][C:34]([F:46])([F:45])[O:35][C:36]1[CH:41]=[CH:40][CH:39]=[CH:38][C:37]=1B(O)O. Product: [F:26][C:21]1[C:3]([O:4][CH2:5][C:6]([N:8]([CH:18]([CH3:20])[CH3:19])[NH:9][C:10](=[O:17])[C:11]2[CH:16]=[CH:15][CH:14]=[CH:13][CH:12]=2)=[O:7])=[C:2]([C:37]2[CH:38]=[CH:39][CH:40]=[CH:41][C:36]=2[O:35][C:34]([F:33])([F:46])[F:45])[CH:24]=[C:23]([F:25])[CH:22]=1. The catalyst class is: 57. (5) Reactant: [C:1]([O:5][C:6]([N:8]1[CH2:13][CH2:12][C:11](=[O:14])[CH2:10][CH2:9]1)=[O:7])([CH3:4])([CH3:3])[CH3:2].[CH3:15][Si:16](Cl)([CH3:18])[CH3:17].CCN(CC)CC.CCCCCC. Product: [C:1]([O:5][C:6]([N:8]1[CH2:9][CH:10]=[C:11]([O:14][Si:16]([CH3:18])([CH3:17])[CH3:15])[CH2:12][CH2:13]1)=[O:7])([CH3:4])([CH3:2])[CH3:3]. The catalyst class is: 3. (6) Reactant: [CH3:1][O:2][CH2:3][C:4]([NH:6][C:7]1[CH:16]=[CH:15][CH:14]=[CH:13][C:8]=1[C:9]([O:11][CH3:12])=[O:10])=[O:5].C(OC(=O)CCC)(=O)CCC.[N+:28]([O-])([OH:30])=[O:29].[OH-].[Na+]. Product: [CH3:1][O:2][CH2:3][C:4]([NH:6][C:7]1[C:16]([N+:28]([O-:30])=[O:29])=[CH:15][CH:14]=[CH:13][C:8]=1[C:9]([O:11][CH3:12])=[O:10])=[O:5]. The catalyst class is: 6.